Dataset: Forward reaction prediction with 1.9M reactions from USPTO patents (1976-2016). Task: Predict the product of the given reaction. (1) Given the reactants [NH2:1][C:2]1[CH:7]=[CH:6][N:5]=[CH:4][CH:3]=1.[Cl:8][CH2:9][CH2:10][N:11]=[C:12]=[O:13], predict the reaction product. The product is: [Cl:8][CH2:9][CH2:10][NH:11][C:12]([NH:1][C:2]1[CH:7]=[CH:6][N:5]=[CH:4][CH:3]=1)=[O:13]. (2) Given the reactants CON(C)[C:4]([CH:6]1[CH2:11][CH2:10][CH2:9][N:8]([C:12]([O:14][C:15]([CH3:18])([CH3:17])[CH3:16])=[O:13])[CH2:7]1)=[O:5].[CH2:20]1COCC1.C[Mg]Br.[BH4-].[Na+], predict the reaction product. The product is: [OH:5][CH:4]([CH:6]1[CH2:11][CH2:10][CH2:9][N:8]([C:12]([O:14][C:15]([CH3:16])([CH3:17])[CH3:18])=[O:13])[CH2:7]1)[CH3:20].